The task is: Binary Classification. Given a drug SMILES string, predict its activity (active/inactive) in a high-throughput screening assay against a specified biological target.. This data is from HIV replication inhibition screening data with 41,000+ compounds from the AIDS Antiviral Screen. (1) The drug is C[Si]12OCCCN(CCO1)CCO2. The result is 0 (inactive). (2) The compound is CC1=NN(C(=O)c2ccccc2O)C(=O)C1=Cc1ccccc1O. The result is 0 (inactive). (3) The drug is O=[N+]([O-])C(Cl)=C(NCCNC(C(Cl)=C(Cl)Cl)=C(Cl)[N+](=O)[O-])C(Cl)=C(Cl)Cl. The result is 0 (inactive). (4) The compound is CCOC(=O)c1sc(SC)nc1N. The result is 0 (inactive). (5) The molecule is O=[N+]([O-])OC1CCCC(O[N+](=O)[O-])c2c1[n+]([O-])c1ccccc1[n+]2[O-]. The result is 0 (inactive). (6) The molecule is Sc1ccccc1-n1c(-c2ccccc2)ccc1-c1ccccc1. The result is 0 (inactive). (7) The compound is COc1ccccc1C=C(C(C)=O)C(=O)c1ccccc1. The result is 0 (inactive).